From a dataset of Catalyst prediction with 721,799 reactions and 888 catalyst types from USPTO. Predict which catalyst facilitates the given reaction. (1) Reactant: [CH3:1][S-:2].[Na+].Br[C:5]1[CH:10]=[C:9]([Cl:11])[N:8]=[N:7][C:6]=1[NH2:12]. Product: [Cl:11][C:9]1[N:8]=[N:7][C:6]([NH2:12])=[C:5]([S:2][CH3:1])[CH:10]=1. The catalyst class is: 12. (2) Reactant: [CH:1]([C:3]1[S:7][C:6]([O:8][C:9]2[CH:17]=[CH:16][C:12]([C:13]([NH2:15])=[O:14])=[CH:11][CH:10]=2)=[CH:5][CH:4]=1)=O.[CH3:18][CH:19]([CH3:23])[CH2:20][CH2:21][NH2:22].C([O-])([O-])OC.[BH4-].[Na+]. Product: [CH3:18][CH:19]([CH3:23])[CH2:20][CH2:21][NH:22][CH2:1][C:3]1[S:7][C:6]([O:8][C:9]2[CH:17]=[CH:16][C:12]([C:13]([NH2:15])=[O:14])=[CH:11][CH:10]=2)=[CH:5][CH:4]=1. The catalyst class is: 5. (3) Reactant: [Cl:1][C:2]1[CH:10]=[CH:9][C:8]2[N:7]([CH2:11][CH2:12][C:13]([OH:15])=O)[C:6]3[CH2:16][CH2:17][N:18]([CH3:20])[CH2:19][C:5]=3[C:4]=2[CH:3]=1.[CH3:21][CH:22]1[CH2:27][CH2:26][NH:25][CH2:24][CH2:23]1.C1CCC(N=C=NC2CCCCC2)CC1. The catalyst class is: 79. Product: [Cl:1][C:2]1[CH:10]=[CH:9][C:8]2[N:7]([CH2:11][CH2:12][C:13]([N:25]3[CH2:26][CH2:27][CH:22]([CH3:21])[CH2:23][CH2:24]3)=[O:15])[C:6]3[CH2:16][CH2:17][N:18]([CH3:20])[CH2:19][C:5]=3[C:4]=2[CH:3]=1. (4) Reactant: [Br:1][C:2]1[CH:9]=[CH:8][C:7]([Cl:10])=[CH:6][C:3]=1[CH:4]=[O:5].[CH2:11]([Mg]Br)[CH:12]=[CH2:13]. Product: [Br:1][C:2]1[CH:9]=[CH:8][C:7]([Cl:10])=[CH:6][C:3]=1[CH:4]([OH:5])[CH2:13][CH:12]=[CH2:11]. The catalyst class is: 1.